From a dataset of Full USPTO retrosynthesis dataset with 1.9M reactions from patents (1976-2016). Predict the reactants needed to synthesize the given product. (1) Given the product [CH2:22]([CH:23]([N:5]1[C:4]2=[N:7][CH:11]=[C:10]([OH:14])[N:8]=[C:3]2[C:2]([CH3:1])=[N:6]1)[CH2:15][CH3:16])[CH3:24], predict the reactants needed to synthesize it. The reactants are: [CH3:1][C:2]1[C:3]([NH2:8])=[C:4]([NH2:7])[NH:5][N:6]=1.O.[C:10]([OH:14])(=O)[CH:11]=O.[C:15](O)(=O)[CH3:16].C(O[CH2:22][CH3:23])C.[CH3:24]O. (2) Given the product [Br:12][C:13]1[C:22]([CH3:23])=[CH:21][CH:20]=[C:19]2[C:14]=1[CH:15]=[CH:16][CH:17]=[N+:18]2[O-:9], predict the reactants needed to synthesize it. The reactants are: ClC1C=CC=C(C(OO)=[O:9])C=1.[Br:12][C:13]1[C:22]([CH3:23])=[CH:21][CH:20]=[C:19]2[C:14]=1[CH:15]=[CH:16][CH:17]=[N:18]2. (3) Given the product [CH:2]1([CH2:1][NH:5][C:6]2[CH:7]=[C:8]([CH:13]=[CH:14][C:15]=2[N+:16]([O-:18])=[O:17])[C:9]([O:11][CH3:12])=[O:10])[CH2:4][CH2:24][CH2:19][CH2:20][CH2:3]1, predict the reactants needed to synthesize it. The reactants are: [CH2:1]([NH:5][C:6]1[CH:7]=[C:8]([CH:13]=[CH:14][C:15]=1[N+:16]([O-:18])=[O:17])[C:9]([O:11][CH3:12])=[O:10])[CH:2]([CH3:4])[CH3:3].[CH:19]1(CN)[CH2:24]CCC[CH2:20]1. (4) The reactants are: [Br:1][CH2:2][C:3]1[CH:8]=[CH:7][C:6]([S:9](Cl)(=[O:11])=[O:10])=[CH:5][CH:4]=1.Cl.[CH3:14][NH2:15].O. Given the product [Br:1][CH2:2][C:3]1[CH:8]=[CH:7][C:6]([S:9]([NH:15][CH3:14])(=[O:11])=[O:10])=[CH:5][CH:4]=1, predict the reactants needed to synthesize it. (5) Given the product [CH:32]1([O:31][C:16]2[C:15]([C:5]3[N:6]([CH2:7][O:8][CH2:9][CH2:10][Si:11]([CH3:13])([CH3:12])[CH3:14])[C:2]([C:44]4[CH2:49][CH2:48][N:47]([C:50]([O:52][C:53]([CH3:56])([CH3:55])[CH3:54])=[O:51])[CH2:46][CH:45]=4)=[CH:3][N:4]=3)=[CH:24][CH:23]=[C:22]3[C:17]=2[CH2:18][CH2:19][C@H:20]([CH3:30])[N:21]3[C:25]([CH:27]2[CH2:29][CH2:28]2)=[O:26])[CH2:35][CH2:34][CH2:33]1, predict the reactants needed to synthesize it. The reactants are: Br[C:2]1[N:6]([CH2:7][O:8][CH2:9][CH2:10][Si:11]([CH3:14])([CH3:13])[CH3:12])[C:5]([C:15]2[C:16]([O:31][CH:32]3[CH2:35][CH2:34][CH2:33]3)=[C:17]3[C:22](=[CH:23][CH:24]=2)[N:21]([C:25]([CH:27]2[CH2:29][CH2:28]2)=[O:26])[C@@H:20]([CH3:30])[CH2:19][CH2:18]3)=[N:4][CH:3]=1.CC1(C)C(C)(C)OB([C:44]2[CH2:49][CH2:48][N:47]([C:50]([O:52][C:53]([CH3:56])([CH3:55])[CH3:54])=[O:51])[CH2:46][CH:45]=2)O1.C(=O)([O-])[O-].[Cs+].[Cs+]. (6) Given the product [Br:16][C:13]1[CH:14]=[CH:15][C:8]2[O:7][C:6]([C:4]([O:3][CH2:1][CH3:2])=[O:5])=[C:10]([CH3:11])[C:9]=2[C:12]=1[O:17][CH:25]([CH3:27])[CH3:26], predict the reactants needed to synthesize it. The reactants are: [CH2:1]([O:3][C:4]([C:6]1[O:7][C:8]2[CH:15]=[CH:14][C:13]([Br:16])=[C:12]([OH:17])[C:9]=2[C:10]=1[CH3:11])=[O:5])[CH3:2].C(=O)([O-])[O-].[K+].[K+].Br[CH:25]([CH3:27])[CH3:26]. (7) Given the product [F:15][C:16]([F:21])([F:20])[C:17]([C:2]1[CH:7]=[CH:6][C:5]([O:8][CH3:9])=[CH:4][CH:3]=1)([OH:19])[CH3:18], predict the reactants needed to synthesize it. The reactants are: Br[C:2]1[CH:7]=[CH:6][C:5]([O:8][CH3:9])=[CH:4][CH:3]=1.C([Li])CCC.[F:15][C:16]([F:21])([F:20])[C:17](=[O:19])[CH3:18].Cl.